Dataset: Full USPTO retrosynthesis dataset with 1.9M reactions from patents (1976-2016). Task: Predict the reactants needed to synthesize the given product. (1) Given the product [CH:7]1([NH:10][CH2:11][CH2:12][C:13]2[CH:14]=[CH:15][C:16]([F:19])=[CH:17][CH:18]=2)[CH2:9][CH2:8]1, predict the reactants needed to synthesize it. The reactants are: [H-].[Li+].[Al+3].[H-].[H-].[H-].[CH:7]1([NH:10][C:11](=O)[CH2:12][C:13]2[CH:18]=[CH:17][C:16]([F:19])=[CH:15][CH:14]=2)[CH2:9][CH2:8]1.O.[OH-].[Na+]. (2) Given the product [C:7]([C:6]1[CH:9]=[CH:10][C:3]([CH2:1][N:11]2[CH2:14][CH:13]([C:15]([O:17][CH3:18])=[O:16])[CH2:12]2)=[CH:4][CH:5]=1)#[N:8], predict the reactants needed to synthesize it. The reactants are: [CH:1]([C:3]1[CH:10]=[CH:9][C:6]([C:7]#[N:8])=[CH:5][CH:4]=1)=O.[NH:11]1[CH2:14][CH:13]([C:15]([O:17][CH3:18])=[O:16])[CH2:12]1.C(O)(=O)C.C(O[BH-](OC(=O)C)OC(=O)C)(=O)C.[Na+]. (3) Given the product [Cl:22][C:5]1[CH:6]=[CH:7][CH:8]=[C:9]2[C:4]=1[N:3]=[C:2]([NH:43][CH2:42][C:35]1[CH:36]=[CH:37][C:38]([O:40][CH3:41])=[CH:39][C:34]=1[O:33][CH3:32])[N:11]=[C:10]2[NH:12][NH:13][C:14](=[O:21])[CH2:15][CH:16]([O:19][CH3:20])[O:17][CH3:18], predict the reactants needed to synthesize it. The reactants are: Cl[C:2]1[N:11]=[C:10]([NH:12][NH:13][C:14](=[O:21])[CH2:15][CH:16]([O:19][CH3:20])[O:17][CH3:18])[C:9]2[C:4](=[C:5]([Cl:22])[CH:6]=[CH:7][CH:8]=2)[N:3]=1.CCN(C(C)C)C(C)C.[CH3:32][O:33][C:34]1[CH:39]=[C:38]([O:40][CH3:41])[CH:37]=[CH:36][C:35]=1[CH2:42][NH2:43]. (4) Given the product [ClH:1].[CH3:19][O:20][C:2]1[CH:7]=[CH:6][CH:5]=[C:4]([O:8][CH:9]2[CH2:14][C:13]([CH3:16])([CH3:15])[NH:12][C:11]([CH3:18])([CH3:17])[CH2:10]2)[N:3]=1, predict the reactants needed to synthesize it. The reactants are: [Cl:1][C:2]1[CH:7]=[CH:6][CH:5]=[C:4]([O:8][CH:9]2[CH2:14][C:13]([CH3:16])([CH3:15])[NH:12][C:11]([CH3:18])([CH3:17])[CH2:10]2)[N:3]=1.[CH3:19][O-:20].[Na+].CS(C)=O. (5) Given the product [CH2:42]([O:49][C:40]([NH:37][C:11]1([CH3:17])[CH2:10][CH2:9][N:8]([C:6]([O:5][C:1]([CH3:2])([CH3:3])[CH3:4])=[O:7])[CH2:13][CH2:12]1)=[O:25])[C:43]1[CH:48]=[CH:47][CH:46]=[CH:45][CH:44]=1, predict the reactants needed to synthesize it. The reactants are: [C:1]([O:5][C:6]([N:8]1[CH2:13][CH2:12][C:11]([CH3:17])(C(O)=O)[CH2:10][CH2:9]1)=[O:7])([CH3:4])([CH3:3])[CH3:2].C1(P(N=[N+]=[N-])(C2C=CC=CC=2)=[O:25])C=CC=CC=1.C([N:37]([CH2:40]C)CC)C.[CH2:42]([OH:49])[C:43]1[CH:48]=[CH:47][CH:46]=[CH:45][CH:44]=1. (6) The reactants are: Br[C:2]1[C:7](=[O:8])[N:6]([CH2:9][C:10]2[CH:15]=[CH:14][C:13]([C:16]3[C:17]([C:22]#[N:23])=[CH:18][CH:19]=[CH:20][CH:21]=3)=[CH:12][C:11]=2[F:24])[C:5]([CH2:25][CH2:26][CH2:27][CH3:28])=[N:4][C:3]=1[CH3:29].[O:30]1[C:34]2[CH:35]=[CH:36][C:37](B(O)O)=[CH:38][C:33]=2[CH2:32][CH2:31]1.C(=O)([O-])[O-].[Cs+].[Cs+]. Given the product [CH2:25]([C:5]1[N:6]([CH2:9][C:10]2[CH:15]=[CH:14][C:13]([C:16]3[C:17]([C:22]#[N:23])=[CH:18][CH:19]=[CH:20][CH:21]=3)=[CH:12][C:11]=2[F:24])[C:7](=[O:8])[C:2]([C:37]2[CH:36]=[CH:35][C:34]3[O:30][CH2:31][CH2:32][C:33]=3[CH:38]=2)=[C:3]([CH3:29])[N:4]=1)[CH2:26][CH2:27][CH3:28], predict the reactants needed to synthesize it. (7) Given the product [C:8]1([C:5]2[CH:6]=[CH:7][C:2]([B:29]([OH:34])[OH:30])=[CH:3][CH:4]=2)[C:17]2[C:12](=[CH:13][CH:14]=[CH:15][CH:16]=2)[CH:11]=[CH:10][CH:9]=1, predict the reactants needed to synthesize it. The reactants are: Br[C:2]1[CH:7]=[CH:6][C:5]([C:8]2[C:17]3[C:12](=[CH:13][CH:14]=[CH:15][CH:16]=3)[CH:11]=[CH:10][CH:9]=2)=[CH:4][CH:3]=1.CCCCCC.C([Li])CCC.[B:29](OC(C)C)([O:34]C(C)C)[O:30]C(C)C.Cl.